Dataset: Catalyst prediction with 721,799 reactions and 888 catalyst types from USPTO. Task: Predict which catalyst facilitates the given reaction. (1) Reactant: [H-].[Na+].[F:3][C:4]([F:12])=[CH:5][C@H:6]1[CH2:10][NH:9][C:8](=[O:11])[CH2:7]1.[CH3:13][O:14][C:15](=[O:21])[C:16](C)(Br)[CH2:17][CH3:18]. Product: [CH3:13][O:14][C:15](=[O:21])[CH:16]([N:9]1[CH2:10][C@H:6]([CH:5]=[C:4]([F:12])[F:3])[CH2:7][C:8]1=[O:11])[CH2:17][CH3:18]. The catalyst class is: 30. (2) Reactant: C[O:2][C:3]([CH:5]1[CH2:13][C:12]2[C:7](=[CH:8][CH:9]=[CH:10][C:11]=2[S:14]([N:17]2[C@H:22]([CH3:23])[CH2:21][N:20]([CH2:24][C:25]3[CH:30]=[CH:29][C:28]([C:31]([F:34])([F:33])[F:32])=[C:27]([F:35])[CH:26]=3)[CH2:19][C@@H:18]2[CH3:36])(=[O:16])=[O:15])[CH2:6]1)=[O:4].[Li+].[OH-]. The catalyst class is: 36. Product: [F:35][C:27]1[CH:26]=[C:25]([CH:30]=[CH:29][C:28]=1[C:31]([F:34])([F:32])[F:33])[CH2:24][N:20]1[CH2:21][C@@H:22]([CH3:23])[N:17]([S:14]([C:11]2[CH:10]=[CH:9][CH:8]=[C:7]3[C:12]=2[CH2:13][CH:5]([C:3]([OH:4])=[O:2])[CH2:6]3)(=[O:15])=[O:16])[C@@H:18]([CH3:36])[CH2:19]1. (3) Reactant: [CH3:1][O:2][CH2:3][CH2:4][NH2:5].[Cl:6][C:7]1[CH:12]=[CH:11][CH:10]=[CH:9][C:8]=1[CH2:13][N:14]1[C:19](=[O:20])[C:18]([C:21]([NH:23][CH2:24][C:25]([O:27]CC)=[O:26])=[O:22])=[C:17]([OH:30])[C:16]([C:31](OC)=[O:32])=[C:15]1[OH:35]. Product: [Cl:6][C:7]1[CH:12]=[CH:11][CH:10]=[CH:9][C:8]=1[CH2:13][N:14]1[C:15]([OH:35])=[C:16]([C:31]([NH:5][CH2:4][CH2:3][O:2][CH3:1])=[O:32])[C:17]([OH:30])=[C:18]([C:21]([NH:23][CH2:24][C:25]([OH:27])=[O:26])=[O:22])[C:19]1=[O:20]. The catalyst class is: 22. (4) Reactant: [CH2:1]([O:3][C:4]([CH:6]1[CH2:11][NH:10][C:9]2[CH:12]=[C:13]([Cl:16])[CH:14]=[CH:15][C:8]=2[O:7]1)=[O:5])[CH3:2].[Cl:17]N1C(=O)CCC1=O.CC(N=NC(C#N)(C)C)(C#N)C. Product: [CH2:1]([O:3][C:4]([CH:6]1[CH2:11][NH:10][C:9]2[CH:12]=[C:13]([Cl:16])[C:14]([Cl:17])=[CH:15][C:8]=2[O:7]1)=[O:5])[CH3:2]. The catalyst class is: 53. (5) Reactant: FC(F)(F)C(O)=O.[Br:8][C:9]1[CH:10]=[C:11]([S:15]([C:18]2[CH:19]=[C:20]([C:25]([NH2:27])=[NH:26])[S:21][C:22]=2[S:23][CH3:24])(=[O:17])=[O:16])[CH:12]=[N:13][CH:14]=1.CCN(C(C)C)C(C)C.[CH3:37][C:38]([O:41][C:42](O[C:42]([O:41][C:38]([CH3:40])([CH3:39])[CH3:37])=[O:43])=[O:43])([CH3:40])[CH3:39]. Product: [C:38]([O:41][C:42](=[O:43])[NH:26][C:25]([C:20]1[S:21][C:22]([S:23][CH3:24])=[C:18]([S:15]([C:11]2[CH:12]=[N:13][CH:14]=[C:9]([Br:8])[CH:10]=2)(=[O:17])=[O:16])[CH:19]=1)=[NH:27])([CH3:40])([CH3:39])[CH3:37]. The catalyst class is: 3.